Dataset: Catalyst prediction with 721,799 reactions and 888 catalyst types from USPTO. Task: Predict which catalyst facilitates the given reaction. (1) Reactant: [C:1]([N:4]1[C:13]2[C:8](=[CH:9][C:10]([C:14]3[CH:22]=[CH:21][C:17]([C:18](O)=[O:19])=[CH:16][CH:15]=3)=[CH:11][CH:12]=2)[C@H:7]([NH:23][C:24]2[CH:29]=[CH:28][C:27]([C:30]#[N:31])=[CH:26][N:25]=2)[CH2:6][C@@H:5]1[CH3:32])(=[O:3])[CH3:2].CN(C(ON1N=NC2C=CC=NC1=2)=[N+](C)C)C.F[P-](F)(F)(F)(F)F.CCN(C(C)C)C(C)C.[NH2:66][CH2:67][CH2:68][NH:69][C:70](=[O:76])[O:71][C:72]([CH3:75])([CH3:74])[CH3:73]. Product: [C:1]([N:4]1[C:13]2[C:8](=[CH:9][C:10]([C:14]3[CH:22]=[CH:21][C:17]([C:18]([NH:66][CH2:67][CH2:68][NH:69][C:70](=[O:76])[O:71][C:72]([CH3:74])([CH3:73])[CH3:75])=[O:19])=[CH:16][CH:15]=3)=[CH:11][CH:12]=2)[C@H:7]([NH:23][C:24]2[CH:29]=[CH:28][C:27]([C:30]#[N:31])=[CH:26][N:25]=2)[CH2:6][C@@H:5]1[CH3:32])(=[O:3])[CH3:2]. The catalyst class is: 3. (2) Reactant: COC[O:4][C:5]1[CH:12]=[CH:11][CH:10]=[CH:9][C:6]=1[CH:7]=[O:8].C[C:14]1[CH:21]=[CH:20][CH:19]=[C:18](C)[C:15]=1[CH:16]=O.Cl. Product: [C:5]1([C:16]([C:15]2[CH:14]=[CH:21][CH:20]=[CH:19][CH:18]=2)=[CH:16][C:15]2[CH:18]=[CH:19][C:20]([C:7]([C:6]3[CH:9]=[CH:10][CH:11]=[CH:12][C:5]=3[OH:4])=[O:8])=[CH:21][CH:14]=2)[CH:12]=[CH:11][CH:10]=[CH:9][CH:6]=1. The catalyst class is: 7. (3) Reactant: [O:1]=[C:2]1[CH2:7][CH2:6][CH2:5][CH2:4][CH:3]1[C:8]([O:10][CH2:11][CH3:12])=[O:9].[Br:13]Br. Product: [Br:13][CH:7]1[CH2:6][CH2:5][CH2:4][CH:3]([C:8]([O:10][CH2:11][CH3:12])=[O:9])[C:2]1=[O:1]. The catalyst class is: 22. (4) Reactant: Cl[C:2]1[CH:7]=[C:6]([C:8]2[CH:13]=[CH:12][CH:11]=[CH:10][CH:9]=2)[N:5]=[C:4]([NH:14][C:15](=[O:32])[CH2:16][CH2:17][C:18]([C:20]2[CH:25]=[CH:24][C:23]([O:26][CH2:27][CH3:28])=[C:22]([O:29][CH2:30][CH3:31])[CH:21]=2)=[O:19])[CH:3]=1.C1(C2C=CC=CC=2)C=CC=CC=1P(C1CCCCC1)C1CCCCC1.C(=O)([O-])[O-].[K+].[K+].[C:64]([CH2:67][CH2:68][C:69]1[CH:74]=[CH:73][C:72](B(O)O)=[CH:71][CH:70]=1)([OH:66])=[O:65]. Product: [CH2:30]([O:29][C:22]1[CH:21]=[C:20]([C:18](=[O:19])[CH2:17][CH2:16][C:15]([NH:14][C:4]2[CH:3]=[C:2]([C:72]3[CH:73]=[CH:74][C:69]([CH2:68][CH2:67][C:64]([OH:66])=[O:65])=[CH:70][CH:71]=3)[CH:7]=[C:6]([C:8]3[CH:13]=[CH:12][CH:11]=[CH:10][CH:9]=3)[N:5]=2)=[O:32])[CH:25]=[CH:24][C:23]=1[O:26][CH2:27][CH3:28])[CH3:31]. The catalyst class is: 110. (5) Reactant: [I-:1].CO[C:4]1[CH:9]=[CH:8][C:7]([N:10]=[N:11][C:12]2[N:13]([CH3:18])[CH:14]=[CH:15][N+:16]=2[CH3:17])=[CH:6][CH:5]=1.[NH2:19][CH2:20][CH2:21][N:22]([CH2:26][CH2:27][NH2:28])[CH2:23][CH2:24][NH2:25]. Product: [I-:1].[NH2:19][CH2:20][CH2:21][N:22]([CH2:26][CH2:27][NH2:28])[CH2:23][CH2:24][NH:25][C:4]1[CH:9]=[CH:8][C:7]([N:10]=[N:11][C:12]2[N:13]([CH3:18])[CH:14]=[CH:15][N+:16]=2[CH3:17])=[CH:6][CH:5]=1. The catalyst class is: 32. (6) Reactant: C([C:3]1[C:8]2[O:9][C@@H:10]([CH2:13][O:14][S:15]([C:18]3[CH:23]=[CH:22][C:21]([CH3:24])=[CH:20][CH:19]=3)(=[O:17])=[O:16])[CH2:11][O:12][C:7]=2[CH:6]=[CH:5][C:4]=1[N+:25]([O-:27])=[O:26])=O. Product: [N+:25]([C:4]1[CH:5]=[CH:6][C:7]2[O:12][CH2:11][CH:10]([CH2:13][O:14][S:15]([C:18]3[CH:23]=[CH:22][C:21]([CH3:24])=[CH:20][CH:19]=3)(=[O:17])=[O:16])[O:9][C:8]=2[C:3]=1/[CH:6]=[CH:7]/[C:8](=[O:9])[CH3:3])([O-:27])=[O:26]. The catalyst class is: 11. (7) Reactant: [CH2:1]([CH:3]1[O:5][CH2:4]1)Cl.[CH3:6][O:7][C:8]1[CH:13]=[CH:12][CH:11]=[CH:10][C:9]=1[OH:14].O1CCOCC1.[OH-].[Na+]. Product: [CH3:6][O:7][C:8]1[CH:13]=[CH:12][CH:11]=[CH:10][C:9]=1[O:14][CH2:1][CH:3]1[CH2:4][O:5]1. The catalyst class is: 809. (8) Reactant: [CH2:1]([O:3][C:4]([C:6]1[C:10]([CH3:11])=[C:9]([C:12]2[CH:17]=[CH:16][CH:15]=[C:14]([N+:18]([O-])=O)[C:13]=2[O:21][CH3:22])[N:8]([CH3:23])[C:7]=1[CH3:24])=[O:5])[CH3:2].C(N)=O. Product: [CH2:1]([O:3][C:4]([C:6]1[C:10]([CH3:11])=[C:9]([C:12]2[CH:17]=[CH:16][CH:15]=[C:14]([NH2:18])[C:13]=2[O:21][CH3:22])[N:8]([CH3:23])[C:7]=1[CH3:24])=[O:5])[CH3:2]. The catalyst class is: 78.